This data is from Full USPTO retrosynthesis dataset with 1.9M reactions from patents (1976-2016). The task is: Predict the reactants needed to synthesize the given product. (1) Given the product [CH2:13]([O:9][C:5]1[C:6]([CH3:8])=[CH:7][C:2]([Br:1])=[CH:3][C:4]=1[CH3:10])[C:14]1[CH:19]=[CH:18][CH:17]=[CH:16][CH:15]=1, predict the reactants needed to synthesize it. The reactants are: [Br:1][C:2]1[CH:7]=[C:6]([CH3:8])[C:5]([OH:9])=[C:4]([CH3:10])[CH:3]=1.[H-].[Na+].[CH2:13](Br)[C:14]1[CH:19]=[CH:18][CH:17]=[CH:16][CH:15]=1.O. (2) Given the product [C:32]1([S:38][C:39]2[CH:46]=[CH:45][C:42]([CH2:43][NH:44][C:4](=[O:6])[C:3]3[CH:7]=[CH:8][CH:9]=[N:10][C:2]=3[NH2:1])=[CH:41][CH:40]=2)[CH:33]=[CH:34][CH:35]=[CH:36][CH:37]=1, predict the reactants needed to synthesize it. The reactants are: [NH2:1][C:2]1[N:10]=[CH:9][CH:8]=[CH:7][C:3]=1[C:4]([OH:6])=O.ON1C2C=CC=CC=2N=N1.CCN=C=NCCCN(C)C.[C:32]1([S:38][C:39]2[CH:46]=[CH:45][C:42]([CH2:43][NH2:44])=[CH:41][CH:40]=2)[CH:37]=[CH:36][CH:35]=[CH:34][CH:33]=1.C(=O)(O)[O-].[Na+]. (3) Given the product [F:1][C:2]([F:7])([F:6])[C:3]([OH:5])=[O:4].[CH3:21][C@H:19]1[CH2:20][NH:15][C@H:16]([CH3:42])[CH2:17][N:18]1[C:22]1[CH:23]=[CH:24][C:25]([O:28][CH2:29][C@@H:30]2[O:35][C:34]3=[N:36][C:37]([N+:39]([O-:41])=[O:40])=[CH:38][N:33]3[CH2:32][CH2:31]2)=[CH:26][CH:27]=1, predict the reactants needed to synthesize it. The reactants are: [F:1][C:2]([F:7])([F:6])[C:3]([OH:5])=[O:4].C(OC([N:15]1[CH2:20][C@H:19]([CH3:21])[N:18]([C:22]2[CH:27]=[CH:26][C:25]([O:28][CH2:29][C@@H:30]3[O:35][C:34]4=[N:36][C:37]([N+:39]([O-:41])=[O:40])=[CH:38][N:33]4[CH2:32][CH2:31]3)=[CH:24][CH:23]=2)[CH2:17][C@H:16]1[CH3:42])=O)(C)(C)C. (4) Given the product [CH3:1][C:2]1[C:6]([CH3:7])=[C:5]([NH:8][C:9]([N:31]2[CH2:30][CH2:29][CH:28]([C:25]3[S:26][CH:27]=[C:23]([C:17]4[CH:22]=[CH:21][CH:20]=[CH:19][CH:18]=4)[N:24]=3)[CH2:33][CH2:32]2)=[O:16])[O:4][N:3]=1, predict the reactants needed to synthesize it. The reactants are: [CH3:1][C:2]1[C:6]([CH3:7])=[C:5]([NH:8][C:9](=[O:16])OCC(Cl)(Cl)Cl)[O:4][N:3]=1.[C:17]1([C:23]2[N:24]=[C:25]([CH:28]3[CH2:33][CH2:32][NH:31][CH2:30][CH2:29]3)[S:26][CH:27]=2)[CH:22]=[CH:21][CH:20]=[CH:19][CH:18]=1.C(N(C(C)C)CC)(C)C.O. (5) Given the product [Br:8][C:9]1[C:14]([CH3:15])=[CH:13][C:12]([O:16][CH2:2][CH2:3][CH:4]=[C:5]([CH3:7])[CH3:6])=[CH:11][C:10]=1[CH3:17], predict the reactants needed to synthesize it. The reactants are: Br[CH2:2][CH2:3][CH:4]=[C:5]([CH3:7])[CH3:6].[Br:8][C:9]1[C:14]([CH3:15])=[CH:13][C:12]([OH:16])=[CH:11][C:10]=1[CH3:17].C([O-])([O-])=O.[K+].[K+].CC(C)=O. (6) Given the product [CH3:22][CH:21]([CH3:23])[CH2:20][C@H:19]([N:24]1[C:25](=[O:34])[C:26]2[C:31](=[CH:30][CH:29]=[CH:28][CH:27]=2)[C:32]1=[O:33])[CH2:18][O:17][C:2]1[CH:3]=[CH:4][C:5]2[C:15]3[C:10](=[CH:11][N:12]=[CH:13][CH:14]=3)[CH:9]([CH3:16])[O:8][C:6]=2[CH:7]=1, predict the reactants needed to synthesize it. The reactants are: Br[C:2]1[CH:3]=[CH:4][C:5]2[C:15]3[C:10](=[CH:11][N:12]=[CH:13][CH:14]=3)[CH:9]([CH3:16])[O:8][C:6]=2[CH:7]=1.[OH:17][CH2:18][C@@H:19]([N:24]1[C:32](=[O:33])[C:31]2[C:26](=[CH:27][CH:28]=[CH:29][CH:30]=2)[C:25]1=[O:34])[CH2:20][CH:21]([CH3:23])[CH3:22].C(P(C(C)(C)C)C1C=CC=CC=1C1C(C(C)C)=CC(C(C)C)=CC=1C(C)C)(C)(C)C.C(=O)([O-])[O-].[Cs+].[Cs+].